Regression/Classification. Given a drug SMILES string, predict its absorption, distribution, metabolism, or excretion properties. Task type varies by dataset: regression for continuous measurements (e.g., permeability, clearance, half-life) or binary classification for categorical outcomes (e.g., BBB penetration, CYP inhibition). Dataset: hlm. From a dataset of Human liver microsome stability data. (1) The result is 0 (unstable in human liver microsomes). The molecule is C/C=C/C[C@@H](C)[C@@H](O)[C@H]1C(=O)N[C@@H](CC)C(=O)N(C)[C@H](SCCN(C)C)C(=O)N(C)[C@@H](CC(C)(C)O)C(=O)N[C@@H](C(C)C)C(=O)N(C)[C@@H](CC(C)C)C(=O)N[C@@H](C)C(=O)N[C@H](C)C(=O)N(C)[C@@H](CC(C)C)C(=O)N(C)[C@@H](CC(C)C)C(=O)N(C)[C@@H](C(C)C)C(=O)N1C. (2) The drug is Cc1ccc2c(C(CC(F)(F)F)c3ccco3)c(-c3ccccc3)[nH]c2c1. The result is 0 (unstable in human liver microsomes). (3) The molecule is CCc1nn(CCN)c(CC)c1Oc1cccc(C#N)c1. The result is 0 (unstable in human liver microsomes).